Dataset: Forward reaction prediction with 1.9M reactions from USPTO patents (1976-2016). Task: Predict the product of the given reaction. (1) Given the reactants [CH3:1][C:2]1[C:10]2[C:5](=[CH:6][C:7]([NH:11][C:12]3[N:28]=[C:15]4[CH:16]=[CH:17][CH:18]=[C:19]([CH2:20]N5C=CC=CC5=O)[N:14]4[N:13]=3)=[CH:8][CH:9]=2)[NH:4][N:3]=1.O.NN.[OH-].[K+].[CH2:34]([OH:37])[CH2:35]O, predict the reaction product. The product is: [CH3:1][C:2]1[C:10]2[C:5](=[CH:6][C:7]([NH:11][C:12]3[N:28]=[C:15]4[CH:16]=[CH:17][CH:18]=[C:19]([CH2:20][C:9]5[CH:10]=[CH:2][N:3]=[C:34]([OH:37])[CH:35]=5)[N:14]4[N:13]=3)=[CH:8][CH:9]=2)[NH:4][N:3]=1. (2) The product is: [C:21]1([CH:14]([C:15]2[CH:16]=[N:17][CH:18]=[CH:19][CH:20]=2)[CH2:13][NH:12][C:10]2[C:9]3[C:4](=[CH:5][CH:6]=[CH:7][CH:8]=3)[N:3]=[C:2]([C:35]3[CH:34]=[CH:33][C:32]([NH:31][S:28]([CH3:27])(=[O:29])=[O:30])=[CH:37][CH:36]=3)[N:11]=2)[CH:26]=[CH:25][CH:24]=[CH:23][CH:22]=1. Given the reactants Cl[C:2]1[N:11]=[C:10]([NH:12][CH2:13][CH:14]([C:21]2[CH:26]=[CH:25][CH:24]=[CH:23][CH:22]=2)[C:15]2[CH:16]=[N:17][CH:18]=[CH:19][CH:20]=2)[C:9]2[C:4](=[CH:5][CH:6]=[CH:7][CH:8]=2)[N:3]=1.[CH3:27][S:28]([NH:31][C:32]1[CH:37]=[CH:36][C:35](B(O)O)=[CH:34][CH:33]=1)(=[O:30])=[O:29].CN(C)C1C=CC(C2N=C(NCC(C3C=CC=CC=3)C3NC=CC=3)C3C(=CC=CC=3)N=2)=CC=1, predict the reaction product. (3) Given the reactants [N+:1]([C:4]1[CH:11]=[CH:10][C:7]([CH2:8][Br:9])=[CH:6][CH:5]=1)([O-:3])=[O:2].[CH:12]([Mg]Cl)([CH3:14])[CH3:13].C(C1C(=O)C(Cl)=C(Cl)C(=O)C=1C#N)#N, predict the reaction product. The product is: [CH:12]([C:5]1[CH:6]=[C:7]([CH:10]=[CH:11][C:4]=1[N+:1]([O-:3])=[O:2])[CH2:8][Br:9])([CH3:14])[CH3:13]. (4) Given the reactants [N:1]1[C:8](Cl)=[N:7][C:5](Cl)=[N:4][C:2]=1Cl.[F:10][C:11]1C=C(C=CC=1N)OC.CC[N:22]([CH:26]([CH3:28])[CH3:27])C(C)C.[CH:29]1([NH2:36])[CH2:35][CH2:34][CH2:33][CH2:32][CH2:31][CH2:30]1.[CH3:37][N:38]([CH3:42])[CH2:39][CH2:40][NH2:41].[C:43]([O:46][CH2:47][CH3:48])(=O)C, predict the reaction product. The product is: [CH:29]1([NH:36][C:2]2[N:4]=[C:5]([NH:41][CH2:40][CH2:39][N:38]([CH3:42])[CH3:37])[N:7]=[C:8]([NH:22][C:26]3[CH:27]=[CH:48][C:47]([O:46][CH3:43])=[C:11]([F:10])[CH:28]=3)[N:1]=2)[CH2:35][CH2:34][CH2:33][CH2:32][CH2:31][CH2:30]1. (5) Given the reactants COC[O:4][C:5]1[CH:13]=[CH:12][C:11]([I:14])=[C:10]2[C:6]=1[CH2:7][N:8](C(C)(C1C=CC=CC=1)C)[C:9]2=[O:15].C(Cl)(Cl)Cl, predict the reaction product. The product is: [OH:4][C:5]1[CH:13]=[CH:12][C:11]([I:14])=[C:10]2[C:6]=1[CH2:7][NH:8][C:9]2=[O:15]. (6) The product is: [C:3]([O:2][CH3:1])(=[O:4])[C@@H:5]([C:7]1[CH:12]=[CH:11][CH:10]=[CH:9][CH:8]=1)[OH:6]. Given the reactants [CH3:1][O:2][C:3]([C:5]([C:7]1[CH:12]=[CH:11][CH:10]=[CH:9][CH:8]=1)=[O:6])=[O:4].C=C[C@@H]1[C@@H]2C[C@@H]([C@H](O)C3C4C(=CC=CC=4)N=CC=3)N(CC2)C1.[H][H], predict the reaction product.